The task is: Predict the reaction yield, written as a fraction of the theoretical maximum amount of product (1.0 means a 100% yield; for example, 0.34 means a 34% yield).. This data is from Reaction yield outcomes from USPTO patents with 853,638 reactions. (1) The yield is 0.840. The reactants are [F:1][C:2]1[CH:7]=[CH:6][CH:5]=[C:4]([F:8])[C:3]=1[C:9]1[NH:10][C:11]2[C:17]([O:18][CH3:19])=[CH:16][CH:15]=[CH:14][C:12]=2[N:13]=1.[CH3:20][C:21]([CH3:25])=[CH:22][CH2:23]Br.[H-].[Na+]. The product is [CH3:20][C:21]([CH3:25])=[CH:22][CH2:23][N:13]1[C:12]2[CH:14]=[CH:15][CH:16]=[C:17]([O:18][CH3:19])[C:11]=2[N:10]=[C:9]1[C:3]1[C:4]([F:8])=[CH:5][CH:6]=[CH:7][C:2]=1[F:1]. The catalyst is C1COCC1. (2) The reactants are Cl.[NH2:2][O:3][CH2:4][C:5]1[CH:6]=[CH:7][C:8]([F:13])=[C:9]([CH:12]=1)[C:10]#[N:11].Cl.O.[NH:16]1[CH2:21][CH2:20][C:19](=O)[CH2:18][CH2:17]1.C([O-])(=O)C.[Na+]. The catalyst is C(O)C. The product is [F:13][C:8]1[CH:7]=[CH:6][C:5]([CH2:4][O:3][N:2]=[C:19]2[CH2:20][CH2:21][NH:16][CH2:17][CH2:18]2)=[CH:12][C:9]=1[C:10]#[N:11]. The yield is 1.00. (3) The yield is 0.210. The catalyst is O1CCCC1. The reactants are [CH3:1][O:2][C:3](=[O:13])[C:4]1[CH:9]=[CH:8][C:7]([CH:10]=[CH2:11])=[N:6][C:5]=1[NH2:12].[C-:14]#[N:15].C([Al+]CC)C.C1(C)C=CC=CC=1.[Cl-].[Na+]. The product is [CH3:1][O:2][C:3](=[O:13])[C:4]1[CH:9]=[CH:8][C:7]([CH2:10][CH2:11][C:14]#[N:15])=[N:6][C:5]=1[NH2:12]. (4) The reactants are [Cl:1][C:2]1[CH:3]=[C:4]([CH:8]=[CH:9][CH:10]=1)[C:5]([OH:7])=O.Cl.[CH3:12][O:13][C:14](=[O:19])[C@H:15]([CH2:17][OH:18])[NH2:16].C1C=CC2N(O)N=NC=2C=1.CN1CCOCC1.CCN=C=NCCCN(C)C.Cl. The catalyst is CN(C=O)C.C(OCC)(=O)C. The product is [CH3:12][O:13][C:14](=[O:19])[CH:15]([NH:16][C:5](=[O:7])[C:4]1[CH:8]=[CH:9][CH:10]=[C:2]([Cl:1])[CH:3]=1)[CH2:17][OH:18]. The yield is 0.930. (5) The catalyst is C(Cl)Cl.FC(F)(F)C(O)=O. The yield is 0.910. The reactants are C(OC(=O)[NH:7][CH2:8][CH2:9][NH:10][CH:11]([C:15]1[O:16][C:17]2[C:22]([C:23](=[O:32])[C:24]=1[CH2:25][C:26]1[CH:31]=[CH:30][CH:29]=[CH:28][CH:27]=1)=[CH:21][CH:20]=[C:19]([Cl:33])[CH:18]=2)[CH:12]([CH3:14])[CH3:13])(C)(C)C. The product is [NH2:7][CH2:8][CH2:9][NH:10][CH:11]([C:15]1[O:16][C:17]2[C:22]([C:23](=[O:32])[C:24]=1[CH2:25][C:26]1[CH:27]=[CH:28][CH:29]=[CH:30][CH:31]=1)=[CH:21][CH:20]=[C:19]([Cl:33])[CH:18]=2)[CH:12]([CH3:13])[CH3:14]. (6) The reactants are I[C:2]1[CH:8]=[CH:7][C:5]([NH2:6])=[CH:4][CH:3]=1.[C:9]([C:13]1[CH:14]=[CH:15][CH:16]=[CH:17][CH:18]=1)#[C:10][CH2:11][CH3:12].C(N(C(C)C)CC)(C)C. The catalyst is CN(C)C=O.Cl[Pd](Cl)([P](C1C=CC=CC=1)(C1C=CC=CC=1)C1C=CC=CC=1)[P](C1C=CC=CC=1)(C1C=CC=CC=1)C1C=CC=CC=1.[Cu]I. The product is [C:13]1([CH2:9][CH2:10][C:11]#[C:12][C:2]2[CH:8]=[CH:7][C:5]([NH2:6])=[CH:4][CH:3]=2)[CH:14]=[CH:15][CH:16]=[CH:17][CH:18]=1. The yield is 1.00. (7) The reactants are [C:1]([O:5][C:6]([NH:8][CH:9]1[CH2:14][CH2:13][N:12]([C:15]2[N:16]([CH2:39][C:40](O)=[O:41])[C:17](=[O:38])[C:18]([C:30]3[CH:35]=[CH:34][C:33]([O:36][CH3:37])=[CH:32][CH:31]=3)=[C:19]([C:21]3[CH:26]=[CH:25][C:24]([C:27]#[N:28])=[C:23]([F:29])[CH:22]=3)[N:20]=2)[CH2:11][CH2:10]1)=[O:7])([CH3:4])([CH3:3])[CH3:2].[NH4+].[Cl-].C[N:46](C(ON1N=NC2C=CC=NC1=2)=[N+](C)C)C.F[P-](F)(F)(F)(F)F.CCN(C(C)C)C(C)C. The catalyst is CN(C=O)C.O. The product is [C:1]([O:5][C:6](=[O:7])[NH:8][CH:9]1[CH2:10][CH2:11][N:12]([C:15]2[N:16]([CH2:39][C:40](=[O:41])[NH2:46])[C:17](=[O:38])[C:18]([C:30]3[CH:35]=[CH:34][C:33]([O:36][CH3:37])=[CH:32][CH:31]=3)=[C:19]([C:21]3[CH:26]=[CH:25][C:24]([C:27]#[N:28])=[C:23]([F:29])[CH:22]=3)[N:20]=2)[CH2:13][CH2:14]1)([CH3:3])([CH3:2])[CH3:4]. The yield is 0.430. (8) The reactants are [NH2:1][C:2]1[CH:3]=[CH:4][CH:5]=[C:6]2[C:11]=1[N:10]=[CH:9][CH:8]=[CH:7]2.[Cl:12][C:13]1[C:14]([F:23])=[C:15]([S:19](Cl)(=[O:21])=[O:20])[CH:16]=[CH:17][CH:18]=1. The catalyst is CN(C1C=CN=CC=1)C. The product is [Cl:12][C:13]1[C:14]([F:23])=[C:15]([S:19]([NH:1][C:2]2[CH:3]=[CH:4][CH:5]=[C:6]3[C:11]=2[N:10]=[CH:9][CH:8]=[CH:7]3)(=[O:21])=[O:20])[CH:16]=[CH:17][CH:18]=1. The yield is 0.350. (9) The reactants are C1COCC1.[CH3:6][O:7][C:8]1[CH:13]=[CH:12][C:11]([CH:14]2[CH2:19][NH:18][CH2:17][CH2:16][NH:15]2)=[CH:10][CH:9]=1.[C:20](O[C:20]([O:22][C:23]([CH3:26])([CH3:25])[CH3:24])=[O:21])([O:22][C:23]([CH3:26])([CH3:25])[CH3:24])=[O:21]. The catalyst is C1(C)C=CC=CC=1. The product is [CH3:6][O:7][C:8]1[CH:9]=[CH:10][C:11]([CH:14]2[NH:15][CH2:16][CH2:17][N:18]([C:20]([O:22][C:23]([CH3:26])([CH3:25])[CH3:24])=[O:21])[CH2:19]2)=[CH:12][CH:13]=1. The yield is 0.600.